From a dataset of Experimentally validated miRNA-target interactions with 360,000+ pairs, plus equal number of negative samples. Binary Classification. Given a miRNA mature sequence and a target amino acid sequence, predict their likelihood of interaction. (1) The miRNA is dme-miR-8-3p with sequence UAAUACUGUCAGGUAAAGAUGUC. The protein sequence of the target gene is MEEFGISPGQLVAVFWDKSSPEEALKKLVARLQELTGSEGQVFMENVTQLLQSSHKESSFDVILSGVVPGSTSLHSAEVLAEMARILRPGGCLFLKEPVETAEVNNDKMKTASKLCSALTLSGLVEIKELQREALSPEEVQSVQEHLGYHSDSLRSVRVTGKKPNFEVGSSSQLKLPNKKSSSVKPVVDPAAAKLWTLSANDMEDDSVDLIDSDELLDPEDLKRPDPASLKAPSCGEGKKRKACKNCTCGLAEELEREQSKAQSSQPKSACGNCYLGDAFRCANCPYLGMPAFKPGEQVL.... Result: 0 (no interaction). (2) The miRNA is hsa-miR-25-3p with sequence CAUUGCACUUGUCUCGGUCUGA. The protein sequence of the target gene is MNGPALQPSSPSSAPSASPAAAPRGWSEFCELHAVAAARELARQYWLFAREHPQHAPLRAELVSLQFTDLFQRYFCREVRDGRAPGRDYRDTGRGPPAKAEASPEPGPGPAAPGLPKARSSEELAPPRPPGPCSFQHFRRSLRHIFRRRSAGELPAAHTAAAPGTPGEAAETPARPGLAKKFLPWSLAREPPPEALKEAVLRYSLADEASMDSGARWQRGRLALRRAPGPDGPDRVLELFDPPKSSRPKLQAACSSIQEVRWCTRLEMPDNLYTFVLKVKDRTDIIFEVGDEQQLNSWMA.... Result: 1 (interaction). (3) The miRNA is mmu-miR-412-3p with sequence UUCACCUGGUCCACUAGCCG. The protein sequence of the target gene is MSASSSGGSPRFPSCGKNGVTSLTQKKVLRTPCGAPSVTVTKSHKRGMKGDTVNVRRSVRVKTKVPWMPPGKSSARHVGCKWENPPHCLEITPPSSEKLVSVMRLSDLSTEDDDSGHCKMNRYDKKIDSLMNAVGCLKSEVKMQKGERQMAKRFLEERKEELEEVAHELAETEHENTVLRHNIERIKEEKDFTMLQKKHLQQEKECLMSKLVEAEMDGAAAAKQVMALKDTIGKLKTEKQMTCTDINTLTRQKELLLQKLSTFEETNRTLRDLLREQHCKEDSERLMEQQGTLLKRLAEA.... Result: 0 (no interaction). (4) The miRNA is hsa-miR-4719 with sequence UCACAAAUCUAUAAUAUGCAGG. The protein sequence of the target gene is MTPSISWGLLLLAGLCCLVPSFLAEDVQETDTSQKDQSPASHEIATNLGDFAISLYRELVHQSNTSNIFFSPVSIATAFAMLSLGSKGDTHTQILEGLQFNLTQTSEADIHKSFQHLLQTLNRPDSELQLSTGNGLFVNNDLKLVEKFLEEAKNHYQAEVFSVNFAESEEAKKVINDFVEKGTQGKIAEAVKKLDQDTVFALANYILFKGKWKKPFDPENTEEAEFHVDESTTVKVPMMTLSGMLHVHHCSTLSSWVLLMDYAGNATAVFLLPDDGKMQHLEQTLSKELISKFLLNRRRR.... Result: 0 (no interaction). (5) The miRNA is hsa-miR-4701-5p with sequence UUGGCCACCACACCUACCCCUU. The protein sequence of the target gene is MKVELCSFSGYKIYPGHGRRYARTDGKVFQFLNAKCESAFLSKRNPRQINWTVLYRRKHKKGQSEEIQKKRTRRAVKFQRAITGASLADIMAKRNQKPEVRKAQREQAIRAAKEAKKAKQASKKTAMAAAKAPTKAAPKQKIVKPVKVSAPRVGGKR. Result: 0 (no interaction). (6) The miRNA is mmu-miR-137-3p with sequence UUAUUGCUUAAGAAUACGCGUAG. The protein sequence of the target gene is MADHVQSLAQLENLCKQLYETTDTTTRLQAEKALVEFTNSPDCLSKCQLLLERGSSSYSQLLAATCLTKLVSRTNNPLPLEQRIDIRNYVLNYLATRPKLATFVTQALIQLYARITKLGWFDCQKDDYVFRNAITDVTRFLQDSVEYCIIGVTILSQLTNEINQADTTHPLTKHRKIASSFRDSSLFDIFTLSCNLLKQASGKNLNLNDESQHGLLMQLLKLTHNCLNFDFIGTSTDESSDDLCTVQIPTSWRSAFLDSSTLQLFFDLYHSIPPSFSPLVLSCLVQIASVRRSLFNNAER.... Result: 0 (no interaction). (7) The protein sequence of the target gene is MAFDTHHVKKRNFSNSIDLPRKRISNFTSKNMKEVKRSPKQLAAYISRTVAQAVKSPEKLRKVLYHRKLVRRSFPNPCYKTKQSPKSGGCDMANKENELACAGHLPENLRHDSRTFVINTSDSGSSQTESPSSKYSGFFSEVSQDHETMAQVLFSRNLRLNVALTFWRKRSISELVAYLVRIEDLGVVVDCLPVLTNSLQEEKQYISLGCCVDLLPLVKSLLQSRFEEYVIVGLNWLQAVIKRWWSELSSTSEIISDGNIKILKQQLSGLWEQESHLTLVPGYTGNIAKDVDAYLLQLH. Result: 1 (interaction). The miRNA is mmu-miR-324-3p with sequence CCACUGCCCCAGGUGCUGCU. (8) The miRNA is rno-miR-21-5p with sequence UAGCUUAUCAGACUGAUGUUGA. The protein sequence of the target gene is MDPGSRWRNLPSGPSLKHLTDPSYGIPREQQKAALQELTRAHVESFNYAVHEGLGLAVQAIPPFEFAFKDERISFTILDAVISPPTVPKGTICKEANVYPAECRGRRSTYRGKLTADINWAVNGISKGIIKQFLGYVPIMVKSKLCNLRNLPPQALIEHHEEAEEMGGYFIINGIEKVIRMLIMPRRNFPIAMIRPKWKTRGPGYTQYGVSMHCVREEHSAVNMNLHYLENGTVMLNFIYRKELFFLPLGFALKALVSFSDYQIFQELIKGKEDDSFLRNSVSQMLRIVMEEGCSTQKQV.... Result: 0 (no interaction).